Dataset: Forward reaction prediction with 1.9M reactions from USPTO patents (1976-2016). Task: Predict the product of the given reaction. (1) Given the reactants [CH2:1]([NH:3][C:4]([NH:6][N:7]([CH2:9][C:10]([OH:12])=O)[CH3:8])=[O:5])[CH3:2].[NH2:13][C@@H:14]([CH2:38][C:39]([NH:41][C:42]([C:55]1[CH:60]=[CH:59][CH:58]=[CH:57][CH:56]=1)([C:49]1[CH:54]=[CH:53][CH:52]=[CH:51][CH:50]=1)[C:43]1[CH:48]=[CH:47][CH:46]=[CH:45][CH:44]=1)=[O:40])[C:15]([N:17]([C@@H:29]([CH3:37])[CH:30]([O:34][CH2:35][CH3:36])[O:31][CH2:32][CH3:33])[CH2:18][C:19]1[C:28]2[C:23](=[CH:24][CH:25]=[CH:26][CH:27]=2)[CH:22]=[CH:21][CH:20]=1)=[O:16], predict the reaction product. The product is: [CH2:32]([O:31][CH:30]([O:34][CH2:35][CH3:36])[C@@H:29]([N:17]([CH2:18][C:19]1[C:28]2[C:23](=[CH:24][CH:25]=[CH:26][CH:27]=2)[CH:22]=[CH:21][CH:20]=1)[C:15](=[O:16])[C@@H:14]([NH:13][C:10](=[O:12])[CH2:9][N:7]([CH3:8])[NH:6][C:4]([NH:3][CH2:1][CH3:2])=[O:5])[CH2:38][C:39](=[O:40])[NH:41][C:42]([C:43]1[CH:44]=[CH:45][CH:46]=[CH:47][CH:48]=1)([C:49]1[CH:54]=[CH:53][CH:52]=[CH:51][CH:50]=1)[C:55]1[CH:56]=[CH:57][CH:58]=[CH:59][CH:60]=1)[CH3:37])[CH3:33]. (2) Given the reactants [CH2:1]([C:5]1[CH:10]=[CH:9][C:8]([CH:11]([CH3:36])[C:12]([O:14][C:15]2[CH:35]=[CH:34][C:18]([C:19]([O:21][CH:22]3[CH2:27][O:26]C(C4C=CC=CC=4)[O:24][CH2:23]3)=[O:20])=[CH:17][CH:16]=2)=[O:13])=[CH:7][CH:6]=1)[CH:2]([CH3:4])[CH3:3], predict the reaction product. The product is: [CH2:1]([C:5]1[CH:6]=[CH:7][C:8]([CH:11]([CH3:36])[C:12]([O:14][C:15]2[CH:16]=[CH:17][C:18]([C:19]([O:21][CH:22]([CH2:23][OH:24])[CH2:27][OH:26])=[O:20])=[CH:34][CH:35]=2)=[O:13])=[CH:9][CH:10]=1)[CH:2]([CH3:4])[CH3:3]. (3) The product is: [CH3:22][C:14]1[N:15]([CH3:6])[C:16]([C:19](=[O:21])[CH3:20])=[C:17]([CH3:18])[N:13]=1. Given the reactants F[B-](F)(F)F.[CH3:6][O+](C)C.C([N:13]1[C:17]([CH3:18])=[C:16]([C:19](=[O:21])[CH3:20])[N:15]=[C:14]1[CH3:22])(=O)C, predict the reaction product. (4) Given the reactants [NH2:1][C:2]1[N:7]=[C:6]([CH2:8][CH2:9][CH2:10][C:11]([OH:13])=[O:12])[CH:5]=[C:4]([NH:14][C:15]2[CH:20]=[CH:19][C:18]([O:21][C:22]3[CH:27]=[CH:26][N:25]=[C:24]4[NH:28][CH:29]=[CH:30][C:23]=34)=[C:17]([F:31])[CH:16]=2)[N:3]=1.S(=O)(=O)(O)O.[CH2:37](O)[CH3:38], predict the reaction product. The product is: [NH2:1][C:2]1[N:7]=[C:6]([CH2:8][CH2:9][CH2:10][C:11]([O:13][CH2:37][CH3:38])=[O:12])[CH:5]=[C:4]([NH:14][C:15]2[CH:20]=[CH:19][C:18]([O:21][C:22]3[CH:27]=[CH:26][N:25]=[C:24]4[NH:28][CH:29]=[CH:30][C:23]=34)=[C:17]([F:31])[CH:16]=2)[N:3]=1. (5) Given the reactants Br[C:2]1[CH:3]=[C:4]2[C:9](=[CH:10][CH:11]=1)[C:8](=[O:12])[NH:7][N:6]=[C:5]2[Cl:13].[Cl:14][C:15]1[C:22]([C:23]([F:26])([F:25])[F:24])=[CH:21][CH:20]=[CH:19][C:16]=1[CH2:17][NH2:18].C1C=CC(P(C2C(C3C(P(C4C=CC=CC=4)C4C=CC=CC=4)=CC=C4C=3C=CC=C4)=C3C(C=CC=C3)=CC=2)C2C=CC=CC=2)=CC=1.CC([O-])(C)C.[Na+], predict the reaction product. The product is: [Cl:13][C:5]1[C:4]2[C:9](=[CH:10][CH:11]=[C:2]([NH:18][CH2:17][C:16]3[CH:19]=[CH:20][CH:21]=[C:22]([C:23]([F:24])([F:25])[F:26])[C:15]=3[Cl:14])[CH:3]=2)[C:8](=[O:12])[NH:7][N:6]=1. (6) Given the reactants [CH3:1][C:2]1[CH:3]=[CH:4][C:5]([NH:11][CH:12]=[CH:13][N+:14]([O-:16])=[O:15])=[C:6]([CH:10]=1)[C:7](O)=[O:8].C([O-])(=O)C.[K+].C(OC(=O)C)(=O)C, predict the reaction product. The product is: [CH3:1][C:2]1[CH:10]=[C:6]2[C:5](=[CH:4][CH:3]=1)[N:11]=[CH:12][C:13]([N+:14]([O-:16])=[O:15])=[C:7]2[OH:8]. (7) Given the reactants C(NC(C)C)(C)C.[Br:8][C:9]1[CH:14]=[CH:13][CH:12]=[C:11]([CH3:15])[N:10]=1.Br[CH2:17][CH:18]([CH3:20])[CH3:19].O, predict the reaction product. The product is: [Br:8][C:9]1[CH:14]=[CH:13][CH:12]=[C:11]([CH2:15][CH2:17][CH:18]([CH3:20])[CH3:19])[N:10]=1.